This data is from Catalyst prediction with 721,799 reactions and 888 catalyst types from USPTO. The task is: Predict which catalyst facilitates the given reaction. Product: [CH2:10]([O:9][C:7]([C:3]1[NH:4][CH:5]=[C:6]2[CH:26]([C:24]3[O:25][C:21]([S:20][C:18]4[NH:17][C:16]5[CH:28]=[CH:29][C:13]([F:12])=[CH:14][C:15]=5[N:19]=4)=[CH:22][CH:23]=3)[C:31]3[C:32](=[O:36])[CH2:33][CH2:34][CH2:35][C:30]=3[NH:1][C:2]=12)=[O:8])[CH3:11]. Reactant: [NH2:1][C:2]1[CH:6]=[CH:5][NH:4][C:3]=1[C:7]([O:9][CH2:10][CH3:11])=[O:8].[F:12][C:13]1[CH:29]=[CH:28][C:16]2[NH:17][C:18]([S:20][C:21]3[O:25][C:24]([CH:26]=O)=[CH:23][CH:22]=3)=[N:19][C:15]=2[CH:14]=1.[C:30]1(=O)[CH2:35][CH2:34][CH2:33][C:32](=[O:36])[CH2:31]1. The catalyst class is: 51.